Dataset: Full USPTO retrosynthesis dataset with 1.9M reactions from patents (1976-2016). Task: Predict the reactants needed to synthesize the given product. (1) The reactants are: [H-].[Li+].C(S)CC.[CH3:7][O:8][C:9]1[CH:26]=[C:25]([C:27]([O-:29])=[O:28])[CH:24]=[C:23]2[C:10]=1[C@H:11]1[C@H:20]([CH2:21][S:22]2(=[O:31])=[O:30])[C@:19]2([CH3:32])[C@H:14]([C:15]([CH3:34])([CH3:33])[CH2:16][CH2:17][CH2:18]2)[CH2:13][CH2:12]1. Given the product [CH3:7][O:8][C:9]1[CH:26]=[C:25]([C:27]([OH:29])=[O:28])[CH:24]=[C:23]2[C:10]=1[C@H:11]1[C@H:20]([CH2:21][S:22]2(=[O:31])=[O:30])[C@:19]2([CH3:32])[C@H:14]([C:15]([CH3:34])([CH3:33])[CH2:16][CH2:17][CH2:18]2)[CH2:13][CH2:12]1, predict the reactants needed to synthesize it. (2) Given the product [CH:22]1([N:16]2[CH2:17][CH2:18][CH2:19][N:20]([CH3:21])[C:14]3[CH:13]=[N:12][C:11]([NH:10][C:7]4[CH:8]=[CH:9][C:4]([C:3]([OH:30])=[O:2])=[CH:5][C:6]=4[O:28][CH3:29])=[N:27][C:15]2=3)[CH2:23][CH2:24][CH2:25][CH2:26]1, predict the reactants needed to synthesize it. The reactants are: C[O:2][C:3](=[O:30])[C:4]1[CH:9]=[CH:8][C:7]([NH:10][C:11]2[N:12]=[CH:13][C:14]3[N:20]([CH3:21])[CH2:19][CH2:18][CH2:17][N:16]([CH:22]4[CH2:26][CH2:25][CH2:24][CH2:23]4)[C:15]=3[N:27]=2)=[C:6]([O:28][CH3:29])[CH:5]=1.Cl. (3) Given the product [Cl:13][CH2:12][C:4]1[N:3]=[C:2]([NH:15][C@@H:16]([CH2:17][CH:18]([CH3:20])[CH3:19])[C:21]([NH2:23])=[O:22])[C:11]2[C:6](=[CH:7][CH:8]=[CH:9][CH:10]=2)[N:5]=1, predict the reactants needed to synthesize it. The reactants are: Cl[C:2]1[C:11]2[C:6](=[CH:7][CH:8]=[CH:9][CH:10]=2)[N:5]=[C:4]([CH2:12][Cl:13])[N:3]=1.Cl.[NH2:15][C@H:16]([C:21]([NH2:23])=[O:22])[CH2:17][CH:18]([CH3:20])[CH3:19].C(=O)([O-])[O-].[K+].[K+]. (4) The reactants are: [C:1]1([CH3:11])[CH:6]=[CH:5][C:4](S(O)(=O)=O)=CC=1.[NH:12]1[CH2:17][CH2:16][CH:15]([C:18]([O:20]CC)=[O:19])[CH2:14][CH2:13]1.C1(=O)CCCC1.C(O[BH-](OC(=O)C)OC(=O)C)(=O)C.[Na+].[OH-].[Na+]. Given the product [CH:4]1([N:12]2[CH2:13][CH2:14][CH:15]([C:18]([OH:20])=[O:19])[CH2:16][CH2:17]2)[CH2:5][CH2:6][CH2:1][CH2:11]1, predict the reactants needed to synthesize it. (5) Given the product [NH2:1][C:2]1[S:3][C:4]2[C:9]([NH:10][C@H:11]([CH2:14][CH:15]([CH3:16])[CH3:17])[CH2:12][OH:13])=[N:8][C:7]([S:18][CH:21]([C:24]3[CH:29]=[CH:28][CH:27]=[CH:26][CH:25]=3)[CH2:22][CH3:23])=[N:6][C:5]=2[N:19]=1, predict the reactants needed to synthesize it. The reactants are: [NH2:1][C:2]1[S:3][C:4]2[C:9]([NH:10][C@H:11]([CH2:14][CH:15]([CH3:17])[CH3:16])[CH2:12][OH:13])=[N:8][C:7]([SH:18])=[N:6][C:5]=2[N:19]=1.Cl[CH:21]([C:24]1[CH:29]=[CH:28][CH:27]=[CH:26][CH:25]=1)[CH2:22][CH3:23]. (6) Given the product [Cl:26][C:27]1[C:31]([Cl:32])=[C:30]([C:33]#[N:34])[NH:29][C:28]=1[C:35]([NH:37][CH:38]1[CH2:43][CH2:42][N:41]([C:44]2[C:53]3[C:48](=[CH:49][CH:50]=[CH:51][CH:52]=3)[N:47]=[C:46]([C:54]([OH:56])=[O:55])[CH:45]=2)[CH2:40][CH2:39]1)=[O:36], predict the reactants needed to synthesize it. The reactants are: ClC1C(Cl)=C(C)NC=1C(NC1CCN(C2SC(C#N)=C(O)N=2)CC1)=O.[Cl:26][C:27]1[C:31]([Cl:32])=[C:30]([C:33]#[N:34])[NH:29][C:28]=1[C:35]([NH:37][CH:38]1[CH2:43][CH2:42][N:41]([C:44]2[C:53]3[C:48](=[CH:49][CH:50]=[CH:51][CH:52]=3)[N:47]=[C:46]([C:54]([O:56]C)=[O:55])[CH:45]=2)[CH2:40][CH2:39]1)=[O:36].